From a dataset of Forward reaction prediction with 1.9M reactions from USPTO patents (1976-2016). Predict the product of the given reaction. (1) Given the reactants [CH3:1][C:2]1[CH:8]=[CH:7][C:5]([NH2:6])=[CH:4][C:3]=1[N:9]1[C:16]2[N:12]([N:13]=[C:14]([C:17]3[CH:18]=[N:19][CH:20]=[CH:21][CH:22]=3)[CH:15]=2)[CH:11]=[CH:10]1.[C:23]([C:27]1[CH:28]=[C:29]([CH:33]=[C:34]([NH:36][CH3:37])[N:35]=1)[C:30](O)=[O:31])([CH3:26])([CH3:25])[CH3:24], predict the reaction product. The product is: [C:23]([C:27]1[CH:28]=[C:29]([CH:33]=[C:34]([NH:36][CH3:37])[N:35]=1)[C:30]([NH:6][C:5]1[CH:7]=[CH:8][C:2]([CH3:1])=[C:3]([N:9]2[C:16]3[N:12]([N:13]=[C:14]([C:17]4[CH:18]=[N:19][CH:20]=[CH:21][CH:22]=4)[CH:15]=3)[CH:11]=[CH:10]2)[CH:4]=1)=[O:31])([CH3:26])([CH3:24])[CH3:25]. (2) Given the reactants Br[C:2]1[C:3]([N:22]2[CH2:26][CH2:25][C@@H:24]([OH:27])[CH2:23]2)=[N:4][CH:5]=[C:6]([CH:21]=1)[C:7]([NH:9][C:10]1[CH:15]=[CH:14][C:13]([O:16][C:17]([Cl:20])([F:19])[F:18])=[CH:12][CH:11]=1)=[O:8].CC1(C)C(C)(C)OB([C:36]2[CH:37]=[N:38][CH:39]=[C:40]([CH:43]=2)[C:41]#[N:42])O1, predict the reaction product. The product is: [Cl:20][C:17]([F:19])([F:18])[O:16][C:13]1[CH:14]=[CH:15][C:10]([NH:9][C:7]([C:6]2[CH:21]=[C:2]([C:36]3[CH:37]=[N:38][CH:39]=[C:40]([C:41]#[N:42])[CH:43]=3)[C:3]([N:22]3[CH2:26][CH2:25][C@@H:24]([OH:27])[CH2:23]3)=[N:4][CH:5]=2)=[O:8])=[CH:11][CH:12]=1. (3) Given the reactants [CH3:1][C:2]([O:4][C@H:5]1[C:14]2[C@@:15]3([CH3:30])[C@@H:26]([CH2:27][O:28][CH3:29])[O:25][C:23](=[O:24])[C:17]4=[CH:18][O:19][C:20]([C:21](=[O:22])[C:13]=2[C@@H:8]2[CH2:9][CH2:10][C@H:11]([OH:12])[C@@:7]2([CH3:31])[CH2:6]1)=[C:16]34)=[O:3].[CH3:32][N:33]1[CH2:38][CH2:37][NH:36][CH2:35][CH2:34]1, predict the reaction product. The product is: [C:2]([O:4][C@H:5]1[C:14]2[C@:15]3([CH3:30])[C:16](/[C:17](=[CH:18]\[N:36]4[CH2:37][CH2:38][N:33]([CH3:32])[CH2:34][CH2:35]4)/[C:23](=[O:24])[O:25][C@@H:26]3[CH2:27][O:28][CH3:29])=[C:20]([OH:19])[C:21](=[O:22])[C:13]=2[CH:8]2[C@@:7]([CH3:31])([C@@H:11]([OH:12])[CH2:10][CH2:9]2)[CH2:6]1)(=[O:3])[CH3:1]. (4) Given the reactants C([O:3][C:4](=[O:36])[CH2:5][C:6]1[CH:11]=[CH:10][C:9]([O:12][CH3:13])=[C:8]([O:14][C:15]2[CH:20]=[CH:19][C:18]([Cl:21])=[CH:17][C:16]=2[CH2:22][N:23]2[C@@H:27]([CH3:28])[C@@H:26]([C:29]3[CH:34]=[CH:33][CH:32]=[CH:31][CH:30]=3)[O:25][C:24]2=[O:35])[CH:7]=1)C.[OH-].[Na+], predict the reaction product. The product is: [Cl:21][C:18]1[CH:19]=[CH:20][C:15]([O:14][C:8]2[CH:7]=[C:6]([CH2:5][C:4]([OH:36])=[O:3])[CH:11]=[CH:10][C:9]=2[O:12][CH3:13])=[C:16]([CH2:22][N:23]2[C@@H:27]([CH3:28])[C@@H:26]([C:29]3[CH:34]=[CH:33][CH:32]=[CH:31][CH:30]=3)[O:25][C:24]2=[O:35])[CH:17]=1. (5) Given the reactants Cl[C:2]1[C:7]([C:8](=[O:15])[CH2:9][C:10]([O:12]CC)=[O:11])=[CH:6][C:5]([F:16])=[C:4]([Cl:17])[N:3]=1.[C:18](O)(=O)C.[CH:22]1([NH2:25])[CH2:24][CH2:23]1, predict the reaction product. The product is: [Cl:17][C:4]1[N:3]=[C:2]2[C:7]([C:8](=[O:15])[C:9]([C:10]([OH:12])=[O:11])=[CH:18][N:25]2[CH:22]2[CH2:24][CH2:23]2)=[CH:6][C:5]=1[F:16]. (6) Given the reactants C(OC(=O)[NH:7][C@H:8]([C:13](=[O:32])[NH:14][CH:15]1[CH2:21][CH2:20][CH2:19][N:18]([S:22]([C:25]2[CH:30]=[CH:29][CH:28]=[CH:27][N:26]=2)(=[O:24])=[O:23])[CH2:17][CH:16]1[OH:31])[CH2:9][CH:10]([CH3:12])[CH3:11])(C)(C)C.Cl, predict the reaction product. The product is: [OH:31][CH:16]1[CH:15]([NH:14][C:13](=[O:32])[C@@H:8]([NH2:7])[CH2:9][CH:10]([CH3:12])[CH3:11])[CH2:21][CH2:20][CH2:19][N:18]([S:22]([C:25]2[CH:30]=[CH:29][CH:28]=[CH:27][N:26]=2)(=[O:24])=[O:23])[CH2:17]1. (7) The product is: [O:12]([CH:8]([CH3:10])[CH3:11])[CH:13]([CH3:14])[CH3:3].[C:8]([O:12][C:13](=[O:40])[CH2:14][N:15]([S:25]([C:28]1[CH:37]=[C:36]2[C:31]([C:32]([Cl:39])=[CH:33][N:34]=[C:35]2[NH:4][C:3]([NH2:5])=[NH:2])=[CH:30][CH:29]=1)(=[O:26])=[O:27])[CH2:16][C:17]1[CH:22]=[CH:21][C:20]([O:23][CH3:24])=[CH:19][CH:18]=1)([CH3:11])([CH3:9])[CH3:10]. Given the reactants Cl.[NH2:2][C:3]([NH2:5])=[NH:4].[H-].[Na+].[C:8]([O:12][C:13](=[O:40])[CH2:14][N:15]([S:25]([C:28]1[CH:37]=[C:36]2[C:31]([C:32]([Cl:39])=[CH:33][N:34]=[C:35]2Cl)=[CH:30][CH:29]=1)(=[O:27])=[O:26])[CH2:16][C:17]1[CH:22]=[CH:21][C:20]([O:23][CH3:24])=[CH:19][CH:18]=1)([CH3:11])([CH3:10])[CH3:9].O, predict the reaction product. (8) Given the reactants [ClH:1].Cl.CC1C=CC(S(O[CH2:14][C@@H:15]2[O:20][C:19]3[C:21]([NH2:26])=[C:22]([NH2:25])[CH:23]=[CH:24][C:18]=3[O:17][CH2:16]2)(=O)=O)=CC=1.[C:27](O)(=O)[CH3:28], predict the reaction product. The product is: [CH3:27][C:28]1[NH:25][C:22]2[C:21]([N:26]=1)=[C:19]1[C:18](=[CH:24][CH:23]=2)[O:17][CH2:16][CH:15]([CH2:14][Cl:1])[O:20]1. (9) Given the reactants [Cl:1][C:2]1[CH:3]=[C:4]([C@:8]([C@@H:16]2[CH2:21][CH2:20][CH2:19][N:18]([C:22]([NH:24][CH:25]([CH2:38][C:39]3([OH:45])[CH2:44][CH2:43][CH2:42][CH2:41][CH2:40]3)[CH2:26][N:27](C)[C:28](OCC[Si](C)(C)C)=O)=[O:23])[CH2:17]2)([OH:15])[CH2:9][CH2:10][CH2:11][CH2:12][O:13][CH3:14])[CH:5]=[CH:6][CH:7]=1.[N+](CC)(CC)(CC)CC.[F-], predict the reaction product. The product is: [Cl:1][C:2]1[CH:3]=[C:4]([C@:8]([C@@H:16]2[CH2:21][CH2:20][CH2:19][N:18]([C:22]([NH:24][CH:25]([CH2:38][C:39]3([OH:45])[CH2:40][CH2:41][CH2:42][CH2:43][CH2:44]3)[CH2:26][NH:27][CH3:28])=[O:23])[CH2:17]2)([OH:15])[CH2:9][CH2:10][CH2:11][CH2:12][O:13][CH3:14])[CH:5]=[CH:6][CH:7]=1.